From a dataset of Merck oncology drug combination screen with 23,052 pairs across 39 cell lines. Regression. Given two drug SMILES strings and cell line genomic features, predict the synergy score measuring deviation from expected non-interaction effect. (1) Drug 1: Nc1ccn(C2OC(CO)C(O)C2(F)F)c(=O)n1. Drug 2: COC1=C2CC(C)CC(OC)C(O)C(C)C=C(C)C(OC(N)=O)C(OC)C=CC=C(C)C(=O)NC(=CC1=O)C2=O. Cell line: SKMEL30. Synergy scores: synergy=19.2. (2) Synergy scores: synergy=23.5. Cell line: KPL1. Drug 1: NC(=O)c1cccc2cn(-c3ccc(C4CCCNC4)cc3)nc12. Drug 2: C#Cc1cccc(Nc2ncnc3cc(OCCOC)c(OCCOC)cc23)c1. (3) Drug 1: COc1cccc2c1C(=O)c1c(O)c3c(c(O)c1C2=O)CC(O)(C(=O)CO)CC3OC1CC(N)C(O)C(C)O1. Drug 2: NC1(c2ccc(-c3nc4ccn5c(=O)[nH]nc5c4cc3-c3ccccc3)cc2)CCC1. Cell line: NCIH520. Synergy scores: synergy=6.29. (4) Drug 1: CC1CC2C3CCC4=CC(=O)C=CC4(C)C3(F)C(O)CC2(C)C1(O)C(=O)CO. Synergy scores: synergy=-27.4. Drug 2: Cc1nc(Nc2ncc(C(=O)Nc3c(C)cccc3Cl)s2)cc(N2CCN(CCO)CC2)n1. Cell line: ES2. (5) Drug 1: Cn1nnc2c(C(N)=O)ncn2c1=O. Drug 2: Cn1c(=O)n(-c2ccc(C(C)(C)C#N)cc2)c2c3cc(-c4cnc5ccccc5c4)ccc3ncc21. Cell line: SKMES1. Synergy scores: synergy=45.6. (6) Drug 1: CC(=O)OC1C(=O)C2(C)C(O)CC3OCC3(OC(C)=O)C2C(OC(=O)c2ccccc2)C2(O)CC(OC(=O)C(O)C(NC(=O)c3ccccc3)c3ccccc3)C(C)=C1C2(C)C. Drug 2: CCN(CC)CCNC(=O)c1c(C)[nH]c(C=C2C(=O)Nc3ccc(F)cc32)c1C. Cell line: UACC62. Synergy scores: synergy=3.44. (7) Drug 1: Cn1nnc2c(C(N)=O)ncn2c1=O. Drug 2: O=C(NOCC(O)CO)c1ccc(F)c(F)c1Nc1ccc(I)cc1F. Cell line: SKOV3. Synergy scores: synergy=-18.9. (8) Drug 1: O=c1[nH]cc(F)c(=O)[nH]1. Drug 2: Cn1nnc2c(C(N)=O)ncn2c1=O. Cell line: UWB1289. Synergy scores: synergy=17.2.